From a dataset of Full USPTO retrosynthesis dataset with 1.9M reactions from patents (1976-2016). Predict the reactants needed to synthesize the given product. (1) Given the product [F:12][B-:13]([F:16])([F:15])[F:14].[C:1]([C@H:5]1[N:9]2[C:8](=[N:29][N+:28]([C:27]3[C:22]([F:21])=[C:23]([F:33])[C:24]([F:32])=[C:25]([F:31])[C:26]=3[F:30])=[CH:17]2)[C@H:7]([F:11])[CH2:6]1)([CH3:4])([CH3:3])[CH3:2], predict the reactants needed to synthesize it. The reactants are: [C:1]([C@@H:5]1[NH:9][C:8](=O)[C@@H:7]([F:11])[CH2:6]1)([CH3:4])([CH3:3])[CH3:2].[F:12][B-:13]([F:16])([F:15])[F:14].[CH3:17][O+](C)C.[F:21][C:22]1[C:27]([NH:28][NH2:29])=[C:26]([F:30])[C:25]([F:31])=[C:24]([F:32])[C:23]=1[F:33]. (2) Given the product [F:53][C:33]([F:32])([F:52])[C:34]1[CH:35]=[C:36]([C@H:44]2[O:49][C:48](=[O:50])[N:47]([CH2:2][C:3]3[CH:8]=[C:7]([C:9]([F:12])([F:11])[F:10])[CH:6]=[CH:5][C:4]=3[C:13]3[CH:14]=[C:15]([C:21]4[CH:26]=[CH:25][C:24]([C:27]([O:29][CH3:30])=[O:28])=[CH:23][C:22]=4[CH3:31])[CH:16]=[CH:17][C:18]=3[O:19][CH3:20])[C@@H:46]([CH3:51])[CH2:45]2)[CH:37]=[C:38]([C:40]([F:41])([F:42])[F:43])[CH:39]=1, predict the reactants needed to synthesize it. The reactants are: Br[CH2:2][C:3]1[CH:8]=[C:7]([C:9]([F:12])([F:11])[F:10])[CH:6]=[CH:5][C:4]=1[C:13]1[CH:14]=[C:15]([C:21]2[CH:26]=[CH:25][C:24]([C:27]([O:29][CH3:30])=[O:28])=[CH:23][C:22]=2[CH3:31])[CH:16]=[CH:17][C:18]=1[O:19][CH3:20].[F:32][C:33]([F:53])([F:52])[C:34]1[CH:35]=[C:36]([C@H:44]2[O:49][C:48](=[O:50])[NH:47][C@@H:46]([CH3:51])[CH2:45]2)[CH:37]=[C:38]([C:40]([F:43])([F:42])[F:41])[CH:39]=1.CC(C)([O-])C.[K+]. (3) The reactants are: [CH3:1][O:2][C:3]1([CH2:16][CH2:17][CH:18]([CH3:20])[CH3:19])[C:12]2[C:7](=[CH:8][CH:9]=[CH:10][CH:11]=2)[C:6]([O:13]C)=[CH:5][C:4]1=[O:15]. Given the product [CH3:1][O:2][C:3]1([CH2:16][CH2:17][CH:18]([CH3:20])[CH3:19])[C:12]2[C:7](=[CH:8][CH:9]=[CH:10][CH:11]=2)[C:6](=[O:13])[CH2:5][C:4]1=[O:15], predict the reactants needed to synthesize it. (4) Given the product [N:1]1([C:6]2[N:7]=[C:8]([O:18][CH:19]3[CH2:36][CH:35]4[N:21]([C:22](=[O:42])[N:23]([CH3:41])[CH2:24][CH2:25][CH2:26][CH2:27][CH:28]=[CH:29][CH:30]5[C:32]([C:38]([NH:78][S:79]([CH:82]6[CH2:84][CH2:83]6)(=[O:81])=[O:80])=[O:40])([NH:33][C:34]4=[O:37])[CH2:31]5)[CH2:20]3)[C:9]3[C:14]([CH:15]=2)=[CH:13][C:12]([O:16][CH3:17])=[CH:11][CH:10]=3)[CH:5]=[CH:4][CH:3]=[N:2]1, predict the reactants needed to synthesize it. The reactants are: [N:1]1([C:6]2[N:7]=[C:8]([O:18][CH:19]3[CH2:36][CH:35]4[N:21]([C:22](=[O:42])[N:23]([CH3:41])[CH2:24][CH2:25][CH2:26][CH2:27][CH:28]=[CH:29][CH:30]5[C:32]([C:38]([OH:40])=O)([NH:33][C:34]4=[O:37])[CH2:31]5)[CH2:20]3)[C:9]3[C:14]([CH:15]=2)=[CH:13][C:12]([O:16][CH3:17])=[CH:11][CH:10]=3)[CH:5]=[CH:4][CH:3]=[N:2]1.ClC1N=C(OC2CC3N(C(=O)N(C)CCCCC=CC4C(C([NH:78][S:79]([CH:82]5[CH2:84][CH2:83]5)(=[O:81])=[O:80])=O)(NC3=O)C4)C2)C2C(C=1)=CC(OC)=CC=2.